Dataset: Reaction yield outcomes from USPTO patents with 853,638 reactions. Task: Predict the reaction yield, written as a fraction of the theoretical maximum amount of product (1.0 means a 100% yield; for example, 0.34 means a 34% yield). (1) The reactants are Br.Br[CH2:3][C:4]1[N:5]=[C:6]2[C:11](=[N:12][CH:13]=1)[N:10]=[C:9]([NH2:14])[N:8]=[C:7]2[NH2:15].[NH2:16][CH2:17][C:18]1[CH:23]=[CH:22][CH:21]=[CH:20][N:19]=1.C(=O)(O)[O-]. The yield is 0.570. The product is [N:19]1[CH:20]=[CH:21][CH:22]=[CH:23][C:18]=1[CH2:17][NH:16][CH2:3][C:4]1[N:5]=[C:6]2[C:11](=[N:12][CH:13]=1)[N:10]=[C:9]([NH2:14])[N:8]=[C:7]2[NH2:15]. The catalyst is CN(C)C(=O)C. (2) The reactants are Cl.[CH3:2][O:3][C:4](=[O:8])[C@H:5]([CH3:7])[NH2:6].CCN(CC)CC.[C:16](Cl)(=[O:23])[C:17]1[CH:22]=[CH:21][CH:20]=[N:19][CH:18]=1.C(OCC)(=O)C. The catalyst is C(#N)C.[Cl-].[Na+].O. The product is [CH3:2][O:3][C:4](=[O:8])[CH:5]([NH:6][C:16]([C:17]1[CH:18]=[N:19][CH:20]=[CH:21][CH:22]=1)=[O:23])[CH3:7]. The yield is 0.690. (3) The reactants are [CH:1]1([C:6]2[NH:10][C:9]3[C:11]([C:16]([OH:18])=O)=[CH:12][CH:13]=[C:14]([OH:15])[C:8]=3[N:7]=2)[CH2:5][CH2:4][CH2:3][CH2:2]1.[NH2:19][CH2:20][CH:21]1[CH2:26][CH2:25][CH2:24][CH2:23][N:22]1C(OC(C)(C)C)=O. No catalyst specified. The product is [CH:1]1([C:6]2[NH:10][C:9]3[C:11]([C:16]([NH:19][CH2:20][CH:21]4[CH2:26][CH2:25][CH2:24][CH2:23][NH:22]4)=[O:18])=[CH:12][CH:13]=[C:14]([OH:15])[C:8]=3[N:7]=2)[CH2:2][CH2:3][CH2:4][CH2:5]1. The yield is 0.390. (4) The reactants are [CH3:1][O:2][C:3]1[CH:15]=[C:14]([O:16][CH3:17])[CH:13]=[CH:12][C:4]=1[CH2:5][NH:6][C:7]1[S:11][N:10]=[CH:9][N:8]=1.[Cl:18][C:19]1[C:28]2[C:23](=[CH:24][C:25]([S:29](OC3C(F)=C(F)C(F)=C(F)C=3F)(=[O:31])=[O:30])=[CH:26][CH:27]=2)[N:22]=[CH:21][CH:20]=1. The catalyst is C1COCC1.[Cl-].[NH4+].O.CCOC(C)=O.CCCCCCC. The product is [Cl:18][C:19]1[C:28]2[C:23](=[CH:24][C:25]([S:29]([N:6]([CH2:5][C:4]3[CH:12]=[CH:13][C:14]([O:16][CH3:17])=[CH:15][C:3]=3[O:2][CH3:1])[C:7]3[S:11][N:10]=[CH:9][N:8]=3)(=[O:30])=[O:31])=[CH:26][CH:27]=2)[N:22]=[CH:21][CH:20]=1. The yield is 0.820.